This data is from Full USPTO retrosynthesis dataset with 1.9M reactions from patents (1976-2016). The task is: Predict the reactants needed to synthesize the given product. Given the product [NH2:10][C:4]1[N:3]=[C:2]([Cl:1])[C:7]([C:12]#[C:11][C:13]2[CH:14]=[C:15]([OH:19])[CH:16]=[CH:17][CH:18]=2)=[C:6]([CH3:9])[N:5]=1, predict the reactants needed to synthesize it. The reactants are: [Cl:1][C:2]1[C:7](I)=[C:6]([CH3:9])[N:5]=[C:4]([NH2:10])[N:3]=1.[C:11]([C:13]1[CH:14]=[C:15]([OH:19])[CH:16]=[CH:17][CH:18]=1)#[CH:12].C(N(CC)CC)C.